Dataset: Forward reaction prediction with 1.9M reactions from USPTO patents (1976-2016). Task: Predict the product of the given reaction. (1) Given the reactants C(N[C:6](=[O:23])[C:7]1[CH:12]=[CH:11][N:10]=[CH:9][C:8]=1[CH2:13][C:14]([C:16]1[CH:21]=[CH:20][N:19]=[C:18]([Cl:22])[CH:17]=1)=[O:15])(C)(C)C, predict the reaction product. The product is: [Cl:22][C:18]1[CH:17]=[C:16]([C:14]2[O:15][C:6](=[O:23])[C:7]3[CH:12]=[CH:11][N:10]=[CH:9][C:8]=3[CH:13]=2)[CH:21]=[CH:20][N:19]=1. (2) Given the reactants [CH3:1][C:2]1[CH:3]=[C:4]([CH:21]=[CH:22][C:23]=1[CH3:24])[C:5]([C:7]1[C:16](=[O:17])[C:15]2[CH:14]=[C:13]3[O:18][CH2:19][O:20][C:12]3=[CH:11][C:10]=2[NH:9][CH:8]=1)=[O:6].[H-].[Na+].Br.Br[CH2:29][C:30]1[CH:35]=[CH:34][N:33]=[CH:32][CH:31]=1, predict the reaction product. The product is: [CH3:1][C:2]1[CH:3]=[C:4]([CH:21]=[CH:22][C:23]=1[CH3:24])[C:5]([C:7]1[C:16](=[O:17])[C:15]2[CH:14]=[C:13]3[O:18][CH2:19][O:20][C:12]3=[CH:11][C:10]=2[N:9]([CH2:29][C:30]2[CH:35]=[CH:34][N:33]=[CH:32][CH:31]=2)[CH:8]=1)=[O:6]. (3) Given the reactants [Cl:1][C:2]1[CH:7]=[CH:6][C:5]([S:8][C:9]2[C:10]([I:14])=[N:11][NH:12][CH:13]=2)=[CH:4][CH:3]=1.[CH:15]1(B(O)O)[CH2:17][CH2:16]1.C([O-])([O-])=O.[Cs+].[Cs+].CCOC(C)=O, predict the reaction product. The product is: [Cl:1][C:2]1[CH:3]=[CH:4][C:5]([S:8][C:9]2[C:10]([I:14])=[N:11][N:12]([CH:15]3[CH2:17][CH2:16]3)[CH:13]=2)=[CH:6][CH:7]=1. (4) Given the reactants [CH3:1][N:2]([CH2:4][C:5]1[N:10]=[CH:9][C:8]([OH:11])=[CH:7][CH:6]=1)[CH3:3].C([O-])([O-])=O.[K+].[K+].Cl[C:19]1[CH:24]=[CH:23][N:22]=[CH:21][C:20]=1[N+:25]([O-:27])=[O:26], predict the reaction product. The product is: [CH3:3][N:2]([CH3:1])[CH2:4][C:5]1[CH:6]=[CH:7][C:8]([O:11][C:19]2[CH:24]=[CH:23][N:22]=[CH:21][C:20]=2[N+:25]([O-:27])=[O:26])=[CH:9][N:10]=1. (5) Given the reactants [CH2:1]([O:3][C:4]1[CH:9]=[CH:8][CH:7]=[CH:6][C:5]=1[OH:10])[CH3:2].[C:11]1(=O)[O:16][C:14](=[O:15])[C:13]2=[CH:17][CH:18]=[CH:19][CH:20]=[C:12]12, predict the reaction product. The product is: [OH:10][C:5]1[CH:6]=[CH:7][C:8]([C:11]2([C:8]3[CH:7]=[CH:6][C:5]([OH:10])=[C:4]([O:3][CH2:1][CH3:2])[CH:9]=3)[C:12]3[C:13](=[CH:17][CH:18]=[CH:19][CH:20]=3)[C:14](=[O:15])[O:16]2)=[CH:9][C:4]=1[O:3][CH2:1][CH3:2]. (6) Given the reactants B(Br)(Br)Br.[F:5][C:6]([F:32])([F:31])[S:7]([C:10]1[CH:11]=[C:12]([NH:16][C:17]([C:19]2[C:28]([O:29]C)=[CH:27][C:26]3[C:21](=[CH:22][CH:23]=[CH:24][CH:25]=3)[CH:20]=2)=[O:18])[CH:13]=[CH:14][CH:15]=1)(=[O:9])=[O:8], predict the reaction product. The product is: [F:31][C:6]([F:5])([F:32])[S:7]([C:10]1[CH:11]=[C:12]([NH:16][C:17]([C:19]2[C:28]([OH:29])=[CH:27][C:26]3[C:21](=[CH:22][CH:23]=[CH:24][CH:25]=3)[CH:20]=2)=[O:18])[CH:13]=[CH:14][CH:15]=1)(=[O:8])=[O:9]. (7) Given the reactants [Br:1][C:2]1[CH:10]=[C:9](Br)[C:8]2[N:7]([CH3:12])[CH2:6][C@@H:5]3[CH2:13][N:14]([C:17]([O:19][C:20]([CH3:23])([CH3:22])[CH3:21])=[O:18])[CH2:15][CH2:16][C:3]=1[C:4]=23.[CH2:24]1COCC1.C([Li])(C)(C)C.CCCCCC.CI, predict the reaction product. The product is: [Br:1][C:2]1[CH:10]=[C:9]([CH3:24])[C:8]2[N:7]([CH3:12])[CH2:6][C@@H:5]3[CH2:13][N:14]([C:17]([O:19][C:20]([CH3:23])([CH3:22])[CH3:21])=[O:18])[CH2:15][CH2:16][C:3]=1[C:4]=23.